From a dataset of Forward reaction prediction with 1.9M reactions from USPTO patents (1976-2016). Predict the product of the given reaction. (1) The product is: [Cl:18][C:19]1[CH:24]=[C:23]([C:2]2[CH:3]=[CH:4][C:5]3[NH:10][CH:9]([C:11]([F:14])([F:13])[F:12])[O:8][C:7]([CH3:16])([CH3:15])[C:6]=3[CH:17]=2)[CH:22]=[CH:21][CH:20]=1. Given the reactants Br[C:2]1[CH:3]=[CH:4][C:5]2[NH:10][CH:9]([C:11]([F:14])([F:13])[F:12])[O:8][C:7]([CH3:16])([CH3:15])[C:6]=2[CH:17]=1.[Cl:18][C:19]1[CH:20]=[C:21](B(O)O)[CH:22]=[CH:23][CH:24]=1, predict the reaction product. (2) Given the reactants [N:1]([CH2:4][C@H:5]1[O:13][C@H:12]2[C@H:8]([N:9]=[C:10]([NH:14][CH2:15][CH3:16])[S:11]2)[C@@H:7]([OH:17])[C@@H:6]1[OH:18])=[N+:2]=[N-:3].C(O)C.[C:22]([C:24]1[CH:29]=[CH:28][CH:27]=[CH:26][N:25]=1)#[CH:23], predict the reaction product. The product is: [CH2:15]([NH:14][C:10]1[S:11][CH:12]2[O:13][CH:5]([CH2:4][N:1]3[CH:23]=[C:22]([C:24]4[CH:29]=[CH:28][CH:27]=[CH:26][N:25]=4)[N:3]=[N:2]3)[CH:6]([OH:18])[CH:7]([OH:17])[CH:8]2[N:9]=1)[CH3:16].